From a dataset of Reaction yield outcomes from USPTO patents with 853,638 reactions. Predict the reaction yield, written as a fraction of the theoretical maximum amount of product (1.0 means a 100% yield; for example, 0.34 means a 34% yield). (1) The yield is 0.442. No catalyst specified. The reactants are [NH2:1][C:2]1[C:11]2[CH:10]=[CH:9][CH:8]=[C:7](Br)[C:6]=2[N:5]=[C:4]2[CH2:13][N:14]([CH:17]3[CH2:20][CH2:19][CH2:18]3)[C:15](=[O:16])[C:3]=12.[F:21][C:22]1[C:23]([Sn](CCCC)(CCCC)CCCC)=[CH:24][C:25]([O:28][CH3:29])=[N:26][CH:27]=1. The product is [NH2:1][C:2]1[C:11]2[CH:10]=[CH:9][CH:8]=[C:7]([C:23]3[C:22]([F:21])=[CH:27][N:26]=[C:25]([O:28][CH3:29])[CH:24]=3)[C:6]=2[N:5]=[C:4]2[CH2:13][N:14]([CH:17]3[CH2:20][CH2:19][CH2:18]3)[C:15](=[O:16])[C:3]=12. (2) The reactants are [ClH:1].[CH2:2]([C:6]1[N:7]=[C:8]([NH2:11])[NH:9][CH:10]=1)[CH2:3][C:4]#[CH:5].[N:12]([CH2:15][C:16]1[C:24]2[C:19](=[CH:20][CH:21]=[CH:22][CH:23]=2)[NH:18][CH:17]=1)=[N+:13]=[N-:14]. No catalyst specified. The product is [ClH:1].[NH:18]1[C:19]2[C:24](=[CH:23][CH:22]=[CH:21][CH:20]=2)[C:16]([CH2:15][N:12]2[CH:5]=[C:4]([CH2:3][CH2:2][C:6]3[N:7]=[C:8]([NH2:11])[NH:9][CH:10]=3)[N:14]=[N:13]2)=[CH:17]1. The yield is 0.580. (3) The yield is 0.900. The product is [F:32][C:33]([F:35])([F:34])[CH:26]([C:25]1[CH:28]=[CH:29][CH:30]=[CH:31][C:24]=1[C:20]1[CH:21]=[CH:22][O:44][CH:43]=1)[OH:27]. No catalyst specified. The reactants are [F-].C([N+](CCCC)(CCCC)CCCC)CCC.O1C=[CH:22][CH:21]=[C:20]1[C:24]1[CH:31]=[CH:30][CH:29]=[CH:28][C:25]=1[CH:26]=[O:27].[F:32][C:33]([Si](C)(C)C)([F:35])[F:34].Cl.C1C[O:44][CH2:43]C1. (4) The reactants are [Cl:1][C:2]1[N:7]=[CH:6][C:5]([CH2:8][N:9]([CH2:16][CH:17]([F:19])[F:18])[C:10]2[CH2:14][O:13][C:12](=[O:15])[CH:11]=2)=[CH:4][CH:3]=1.[C:20]([Li])(C)(C)C.CI. The product is [Cl:1][C:2]1[N:7]=[CH:6][C:5]([CH2:8][N:9]([CH2:16][CH:17]([F:19])[F:18])[C:10]2[CH:14]([CH3:20])[O:13][C:12](=[O:15])[CH:11]=2)=[CH:4][CH:3]=1. The yield is 0.470. The catalyst is O1CCCC1.CCCCC. (5) The reactants are [F:1][CH2:2][CH2:3][N:4]1[CH2:9][CH2:8][CH:7]([NH:10][C:11]2[CH:16]=[CH:15][C:14]([N+:17]([O-])=O)=[CH:13][CH:12]=2)[CH2:6][CH2:5]1. The catalyst is CO.[Pd]. The product is [F:1][CH2:2][CH2:3][N:4]1[CH2:9][CH2:8][CH:7]([NH:10][C:11]2[CH:12]=[CH:13][C:14]([NH2:17])=[CH:15][CH:16]=2)[CH2:6][CH2:5]1. The yield is 1.00. (6) The reactants are [F:1][C:2]1([F:36])[O:6][C:5]2[CH:7]=[CH:8][C:9]([C:11]3([C:14]([NH:16][CH:17]4[C:26]5[C:21](=[CH:22][CH:23]=[CH:24][CH:25]=5)[O:20][CH:19]([CH:27]5[CH2:30][CH:29]([C:31]([O:33]CC)=[O:32])[CH2:28]5)[CH2:18]4)=[O:15])[CH2:13][CH2:12]3)=[CH:10][C:4]=2[O:3]1.[OH-].[Na+].Cl. The catalyst is O1CCCC1.CO. The product is [F:36][C:2]1([F:1])[O:6][C:5]2[CH:7]=[CH:8][C:9]([C:11]3([C:14]([NH:16][CH:17]4[C:26]5[C:21](=[CH:22][CH:23]=[CH:24][CH:25]=5)[O:20][CH:19]([CH:27]5[CH2:30][CH:29]([C:31]([OH:33])=[O:32])[CH2:28]5)[CH2:18]4)=[O:15])[CH2:12][CH2:13]3)=[CH:10][C:4]=2[O:3]1. The yield is 1.00. (7) The reactants are Br[C:2]1[CH:7]=[CH:6][C:5]([F:8])=[C:4]([CH2:9][CH3:10])[CH:3]=1.[Li]CCCC.[B:16](OC)([O:19]C)[O:17]C. The catalyst is C1COCC1. The product is [CH2:9]([C:4]1[CH:3]=[C:2]([B:16]([OH:19])[OH:17])[CH:7]=[CH:6][C:5]=1[F:8])[CH3:10]. The yield is 0.710. (8) The reactants are Cl.Cl.[CH3:3][C@@:4]1([CH2:15][N:16]2[CH2:21][CH2:20][NH:19][CH2:18][CH2:17]2)[O:8][C:7]2=[N:9][C:10]([N+:12]([O-:14])=[O:13])=[CH:11][N:6]2[CH2:5]1.CN(C=O)C.C(=O)([O-])[O-].[K+].[K+].[Cl:33][C:34]1[CH:39]=[CH:38][C:37]([CH2:40][CH2:41][S:42](Cl)(=[O:44])=[O:43])=[CH:36][CH:35]=1. The catalyst is O. The product is [Cl:33][C:34]1[CH:35]=[CH:36][C:37]([CH2:40][CH2:41][S:42]([N:19]2[CH2:18][CH2:17][N:16]([CH2:15][C@:4]3([CH3:3])[O:8][C:7]4=[N:9][C:10]([N+:12]([O-:14])=[O:13])=[CH:11][N:6]4[CH2:5]3)[CH2:21][CH2:20]2)(=[O:44])=[O:43])=[CH:38][CH:39]=1. The yield is 0.260.